From a dataset of Forward reaction prediction with 1.9M reactions from USPTO patents (1976-2016). Predict the product of the given reaction. (1) Given the reactants [F:1][C:2]1[C:3]([F:41])=[CH:4][C:5]2[C:10]3[C:11]4[C:38](=[O:39])[NH:37][C:36](=[O:40])[C:12]=4[C:13]4[C:14]5[C:19]([N:20]([C@@H:22]6[O:29][C@H:28]([CH2:30][OH:31])[C:27]([F:33])([F:32])[C@H:25](O)[C@H:23]6[OH:24])[C:21]=4[C:9]=3[NH:8][C:6]=2[CH:7]=1)=[CH:18][C:17]([F:34])=[C:16]([F:35])[CH:15]=5.C1(P(C2C=CC=CC=2)C2C=CC=CC=2)C=CC=CC=1.CC(OC(/N=N/C(OC(C)C)=O)=O)C, predict the reaction product. The product is: [F:1][C:2]1[C:3]([F:41])=[CH:4][C:5]2[C:10]3[C:11]4[C:38](=[O:39])[NH:37][C:36](=[O:40])[C:12]=4[C:13]4[C:14]5[C:19]([N:20]([C@@H:22]6[O:29][C@@H:28]7[CH2:30][O:31][C@@H:25]([C:27]7([F:33])[F:32])[C@H:23]6[OH:24])[C:21]=4[C:9]=3[NH:8][C:6]=2[CH:7]=1)=[CH:18][C:17]([F:34])=[C:16]([F:35])[CH:15]=5. (2) Given the reactants Cl[C:2]1[C:7]([C:8]([O:10][CH2:11][CH3:12])=[O:9])=[CH:6][N:5]=[C:4]([S:13][CH3:14])[N:3]=1.[NH2:15][C@@H:16]1[CH2:21][CH2:20][CH2:19][C@H:18]([OH:22])[CH2:17]1.CCN(C(C)C)C(C)C, predict the reaction product. The product is: [OH:22][C@H:18]1[CH2:19][CH2:20][CH2:21][C@@H:16]([NH:15][C:2]2[C:7]([C:8]([O:10][CH2:11][CH3:12])=[O:9])=[CH:6][N:5]=[C:4]([S:13][CH3:14])[N:3]=2)[CH2:17]1. (3) Given the reactants [C:1]([O-:7])([O-])([O:3][CH2:4][CH3:5])[CH3:2].N1C=CC=[CH:10][CH:9]=1.[F:14][C:15]([F:26])([F:25])[C:16](O[C:16](=[O:17])[C:15]([F:26])([F:25])[F:14])=[O:17], predict the reaction product. The product is: [CH2:9]([O:7][C:1]([O:3][CH2:4][CH3:5])=[CH:2][C:16](=[O:17])[C:15]([F:26])([F:25])[F:14])[CH3:10]. (4) Given the reactants [CH2:1]([C:8]1[C:12](=[O:13])[N:11]([C:14]2[N:19]=[CH:18][C:17]([S:20]([N:23]([CH2:29][CH2:30][CH2:31][O:32]CC3C=CC=CC=3)[CH:24]3[CH2:28][CH2:27][CH2:26][CH2:25]3)(=[O:22])=[O:21])=[CH:16][CH:15]=2)[NH:10][CH:9]=1)[C:2]1[CH:7]=[CH:6][CH:5]=[CH:4][CH:3]=1.B(Br)(Br)Br.CO, predict the reaction product. The product is: [CH2:1]([C:8]1[C:12](=[O:13])[N:11]([C:14]2[N:19]=[CH:18][C:17]([S:20]([N:23]([CH:24]3[CH2:28][CH2:27][CH2:26][CH2:25]3)[CH2:29][CH2:30][CH2:31][OH:32])(=[O:21])=[O:22])=[CH:16][CH:15]=2)[NH:10][CH:9]=1)[C:2]1[CH:3]=[CH:4][CH:5]=[CH:6][CH:7]=1. (5) Given the reactants C(=O)([O-])[O-].[K+].[K+].[CH3:7][CH2:8][C@H:9]1[O:24][C:22](=[O:23])[C@H:21]([CH3:25])[C@@H:20]([O:26][C@@H:27]2[O:32][C@@H:31]([CH3:33])[C@H:30]([OH:34])[C@@:29]([O:36][CH3:37])([CH3:35])[CH2:28]2)[C@H:19]([CH3:38])[C@@H:18]([O:39][C@@H:40]2[O:45][C@H:44]([CH3:46])[CH2:43][C@H:42]([N:47]([CH3:49])[CH3:48])[C@H:41]2[OH:50])[C@:16]2([CH3:51])[O:17][C:13](=[C:14]([CH3:52])[CH2:15]2)[C@H:12]([CH3:53])[C@@H:11]([OH:54])[C@@:10]1([OH:56])[CH3:55], predict the reaction product. The product is: [CH3:53][CH2:12][C@@H:11]([OH:54])[C@@:10]([OH:56])([C@@H:9]1[O:24][C:22](=[O:23])[C@H:21]([CH3:25])[C@@H:20]([O:26][C@@H:27]2[O:32][C@@H:31]([CH3:33])[C@H:30]([OH:34])[C@@:29]([O:36][CH3:37])([CH3:35])[CH2:28]2)[C@H:19]([CH3:38])[C@@H:18]([O:39][C@@H:40]2[O:45][C@H:44]([CH3:46])[CH2:43][C@H:42]([N:47]([CH3:49])[CH3:48])[C@H:41]2[OH:50])[C@:16]2([CH3:51])[O:17][C:13](=[C:14]([CH3:52])[CH2:15]2)[C@@H:8]1[CH3:7])[CH3:55].